Dataset: Forward reaction prediction with 1.9M reactions from USPTO patents (1976-2016). Task: Predict the product of the given reaction. (1) The product is: [CH2:18]([O:25][C:26]1[CH:27]=[CH:28][C:29]2[C:30](=[C:32]([NH2:33])[N:8]=[C:9]3[CH:14]=[CH:13][CH:12]=[CH:11][C:10]3=2)[N:31]=1)[C:19]1[CH:24]=[CH:23][CH:22]=[CH:21][CH:20]=1. Given the reactants C(OC([NH:8][C:9]1[CH:14]=[CH:13][CH:12]=[CH:11][C:10]=1B(O)O)=O)(C)(C)C.[CH2:18]([O:25][C:26]1[N:31]=[C:30]([C:32]#[N:33])[C:29](Br)=[CH:28][CH:27]=1)[C:19]1[CH:24]=[CH:23][CH:22]=[CH:21][CH:20]=1.C(=O)([O-])[O-].[K+].[K+], predict the reaction product. (2) Given the reactants [Cl:1][C:2]1[CH:3]=[C:4]([C:8]2[C:13]3[N:14]([CH2:24][C@H:25]4[CH2:30][CH2:29][C@H:28]([CH3:31])[CH2:27][CH2:26]4)[C:15]([N:17]([CH3:23])[CH2:18][C:19]([F:22])([F:21])[F:20])=[N:16][C:12]=3[CH:11]=[C:10]([C:32]#[N:33])[N:9]=2)[CH:5]=[N:6][CH:7]=1.[NH2:34][OH:35], predict the reaction product. The product is: [Cl:1][C:2]1[CH:3]=[C:4]([C:8]2[C:13]3[N:14]([CH2:24][C@H:25]4[CH2:26][CH2:27][C@H:28]([CH3:31])[CH2:29][CH2:30]4)[C:15]([N:17]([CH3:23])[CH2:18][C:19]([F:20])([F:21])[F:22])=[N:16][C:12]=3[CH:11]=[C:10]([C:32](=[NH:33])[NH:34][OH:35])[N:9]=2)[CH:5]=[N:6][CH:7]=1. (3) Given the reactants [O:1]1[C:5]2([CH2:10][CH2:9][C:8](=O)[CH2:7][CH2:6]2)[O:4][CH2:3][CH2:2]1.[O:12]1[CH2:16][CH2:15][CH2:14][CH:13]1[CH2:17][NH2:18], predict the reaction product. The product is: [O:1]1[C:5]2([CH2:10][CH2:9][CH:8]([NH:18][CH2:17][CH:13]3[CH2:14][CH2:15][CH2:16][O:12]3)[CH2:7][CH2:6]2)[O:4][CH2:3][CH2:2]1. (4) Given the reactants [Cl:1][C:2]1[CH:18]=[CH:17][C:5]([O:6][C:7]2[CH:12]=[CH:11][C:10]([CH2:13][CH2:14][C:15]#[N:16])=[CH:9][CH:8]=2)=[CH:4][C:3]=1[C:19]([F:22])([F:21])[F:20].C(Cl)(C)=O.[NH3:27], predict the reaction product. The product is: [Cl:1][C:2]1[CH:18]=[CH:17][C:5]([O:6][C:7]2[CH:12]=[CH:11][C:10]([CH2:13][CH2:14][C:15](=[NH:27])[NH2:16])=[CH:9][CH:8]=2)=[CH:4][C:3]=1[C:19]([F:20])([F:21])[F:22]. (5) Given the reactants [Cl:1][C:2]1[CH:3]=[C:4](OS(C(F)(F)F)(=O)=O)[CH:5]=[C:6]([Cl:23])[C:7]=1[CH2:8][C@@H:9]1[CH2:13][CH2:12][N:11]([CH:14]2[CH2:19][CH2:18][C:17]([F:21])([F:20])[CH2:16][CH2:15]2)[C:10]1=[O:22].[CH3:32][O:33][C:34]([C:36]1[CH:41]=[CH:40][C:39](B(O)O)=[CH:38][CH:37]=1)=[O:35].C([O-])([O-])=O.[K+].[K+], predict the reaction product. The product is: [CH3:32][O:33][C:34]([C:36]1[CH:41]=[CH:40][C:39]([C:4]2[CH:3]=[C:2]([Cl:1])[C:7]([CH2:8][C@@H:9]3[CH2:13][CH2:12][N:11]([CH:14]4[CH2:15][CH2:16][C:17]([F:20])([F:21])[CH2:18][CH2:19]4)[C:10]3=[O:22])=[C:6]([Cl:23])[CH:5]=2)=[CH:38][CH:37]=1)=[O:35]. (6) Given the reactants [C:1]([O:5][C:6]([NH:8][C@H:9]([C:14]([OH:16])=O)[CH2:10][CH:11]([CH3:13])[CH3:12])=[O:7])([CH3:4])([CH3:3])[CH3:2].[CH2:17]([N:24]1[CH2:28][C@@H:27]2[C@H:29]([NH2:32])[CH2:30][CH2:31][C@@H:26]2[CH2:25]1)[C:18]1[CH:23]=[CH:22][CH:21]=[CH:20][CH:19]=1.[CH2:33](N1C[C@@H]2[C@@H](N)CC[C@@H]2C1)C1C=CC=CC=1, predict the reaction product. The product is: [CH2:17]([N:24]1[CH2:28][C@@H:27]2[C@H:29]([NH:32][C:14](=[O:16])[C@@H:9]([N:8]([CH3:33])[C:6](=[O:7])[O:5][C:1]([CH3:2])([CH3:3])[CH3:4])[CH2:10][CH:11]([CH3:12])[CH3:13])[CH2:30][CH2:31][C@@H:26]2[CH2:25]1)[C:18]1[CH:19]=[CH:20][CH:21]=[CH:22][CH:23]=1. (7) The product is: [CH2:1]([O:3][C@H:4]1[CH2:8][N:7]([C:9]2[S:37][CH:12]=[CH:11][N:10]=2)[CH2:6][C@H:5]1[NH:15][C:16]1[C:21]([CH2:22][CH3:23])=[N:20][C:19]([C:24]2[C:25]([CH3:32])=[N:26][C:27]([O:30][CH3:31])=[CH:28][CH:29]=2)=[C:18]([CH2:33][CH3:34])[N:17]=1)[CH3:2]. Given the reactants [CH2:1]([O:3][C@H:4]1[CH2:8][N:7]([C:9]2N=C[CH:12]=[CH:11][N:10]=2)[CH2:6][C@H:5]1[NH:15][C:16]1[C:21]([CH2:22][CH3:23])=[N:20][C:19]([C:24]2[C:25]([CH3:32])=[N:26][C:27]([O:30][CH3:31])=[CH:28][CH:29]=2)=[C:18]([CH2:33][CH3:34])[N:17]=1)[CH3:2].BrC1[S:37]C=CN=1, predict the reaction product. (8) The product is: [Cl:22][CH2:21][CH2:20][CH2:19][CH2:18][N:6]1[CH:7]=[C:2]([CH3:1])[C:3]([C:9]2[CH:10]=[N:11][CH:12]=[CH:13][CH:14]=2)=[N:4][C:5]1=[O:8]. Given the reactants [CH3:1][C:2]1[C:3]([C:9]2[CH:10]=[N:11][CH:12]=[CH:13][CH:14]=2)=[N:4][C:5](=[O:8])[NH:6][CH:7]=1.[H-].[Na+].Br[CH2:18][CH2:19][CH2:20][CH2:21][Cl:22].O, predict the reaction product. (9) Given the reactants [CH3:1][C:2]1[CH:7]=[CH:6][C:5]([C:8](=O)[CH2:9][C:10](=O)[CH2:11][CH3:12])=[CH:4][CH:3]=1.[NH:15]([C:17]1[CH:18]=[C:19]([CH:22]=[CH:23][N:24]=1)[C:20]#[N:21])[NH2:16].CC(O)=O, predict the reaction product. The product is: [CH2:11]([C:10]1[CH:9]=[C:8]([C:5]2[CH:6]=[CH:7][C:2]([CH3:1])=[CH:3][CH:4]=2)[N:15]([C:17]2[CH:18]=[C:19]([C:20]#[N:21])[CH:22]=[CH:23][N:24]=2)[N:16]=1)[CH3:12].